This data is from Catalyst prediction with 721,799 reactions and 888 catalyst types from USPTO. The task is: Predict which catalyst facilitates the given reaction. (1) The catalyst class is: 1. Reactant: [CH:1]([C:4]1[CH:5]=[C:6]([CH3:9])[CH2:7][CH:8]=1)([CH3:3])[CH3:2].[OH-].[Na+].[CH3:12][C:13]([CH3:15])=O.OP(O)(O)=O. Product: [CH3:9][C:6]1[C:7](=[C:13]([CH3:15])[CH3:12])[CH:8]=[C:4]([CH:1]([CH3:3])[CH3:2])[CH:5]=1. (2) Reactant: F[C:2]1[CH:9]=[CH:8][CH:7]=[C:6]([F:10])[C:3]=1[C:4]#[N:5].C(=O)([O-])[O-].[K+].[K+].[Cl:17][C:18]1[CH:19]=[C:20]([CH:22]=[CH:23][C:24]=1[OH:25])[NH2:21]. Product: [NH2:21][C:20]1[CH:22]=[CH:23][C:24]([O:25][C:2]2[CH:9]=[CH:8][CH:7]=[C:6]([F:10])[C:3]=2[C:4]#[N:5])=[C:18]([Cl:17])[CH:19]=1. The catalyst class is: 10. (3) Reactant: [Cl:1][C:2]1[CH:7]=[CH:6][C:5]([N:8]2[CH2:13][CH2:12][N:11]([S:14]([CH2:17][CH:18](O)[CH2:19][CH2:20][C:21]3[CH:22]=[N:23][CH:24]=[C:25]([Cl:27])[CH:26]=3)(=[O:16])=[O:15])[CH2:10][CH2:9]2)=[CH:4][CH:3]=1.Cl.CN(C)C.C(N(CC)CC)C.CS(Cl)(=O)=O. Product: [Cl:1][C:2]1[CH:7]=[CH:6][C:5]([N:8]2[CH2:9][CH2:10][N:11]([S:14](/[CH:17]=[CH:18]/[CH2:19][CH2:20][C:21]3[CH:22]=[N:23][CH:24]=[C:25]([Cl:27])[CH:26]=3)(=[O:15])=[O:16])[CH2:12][CH2:13]2)=[CH:4][CH:3]=1. The catalyst class is: 2. (4) Reactant: [NH2:1][C:2]1[CH:3]=[N:4][CH:5]=[CH:6][C:7]=1[C@H:8]1[CH2:13][C@@H:12]([NH:14][C:15](=[O:21])[O:16][C:17]([CH3:20])([CH3:19])[CH3:18])[C@H:11]([O:22][CH3:23])[C@@H:10]([CH3:24])[CH2:9]1.[C:25](N1C=CN=C1)(N1C=CN=C1)=[S:26]. Product: [N:1]([C:2]1[CH:3]=[N:4][CH:5]=[CH:6][C:7]=1[C@H:8]1[CH2:13][C@@H:12]([NH:14][C:15](=[O:21])[O:16][C:17]([CH3:18])([CH3:19])[CH3:20])[C@H:11]([O:22][CH3:23])[C@@H:10]([CH3:24])[CH2:9]1)=[C:25]=[S:26]. The catalyst class is: 7. (5) Reactant: N1CCCCC1.[N:7]([CH2:10][CH2:11][O:12][C:13]1[CH:20]=[CH:19][C:16]([CH:17]=O)=[CH:15][CH:14]=1)=[N+:8]=[N-:9].[CH2:21]([C:24]#[N:25])[C:22]#[N:23]. Product: [N:7]([CH2:10][CH2:11][O:12][C:13]1[CH:20]=[CH:19][C:16]([CH:17]=[C:21]([C:24]#[N:25])[C:22]#[N:23])=[CH:15][CH:14]=1)=[N+:8]=[N-:9]. The catalyst class is: 8. (6) Reactant: [OH:1][CH2:2][CH2:3][C:4]1[CH:9]=[CH:8][C:7]([OH:10])=[CH:6][CH:5]=1.Cl[C:12]1[CH:20]=[CH:19][C:15]([C:16]([NH2:18])=[O:17])=[CH:14][N:13]=1.C([O-])([O-])=O.[K+].[K+].O. Product: [OH:1][CH2:2][CH2:3][C:4]1[CH:9]=[CH:8][C:7]([O:10][C:12]2[CH:20]=[CH:19][C:15]([C:16]([NH2:18])=[O:17])=[CH:14][N:13]=2)=[CH:6][CH:5]=1. The catalyst class is: 3. (7) Reactant: [OH:1][C:2]1[CH:3]=[CH:4][C:5]2[N:6]([N:8]=[C:9]([NH:11][C:12]([CH:14]3[CH2:16][CH2:15]3)=[O:13])[N:10]=2)[CH:7]=1.F[C:18]1[CH:23]=[CH:22][C:21]([N+:24]([O-:26])=[O:25])=[CH:20][C:19]=1[F:27].C(=O)([O-])[O-].[Cs+].[Cs+]. Product: [F:27][C:19]1[CH:20]=[C:21]([N+:24]([O-:26])=[O:25])[CH:22]=[CH:23][C:18]=1[O:1][C:2]1[CH:3]=[CH:4][C:5]2[N:6]([N:8]=[C:9]([NH:11][C:12]([CH:14]3[CH2:15][CH2:16]3)=[O:13])[N:10]=2)[CH:7]=1. The catalyst class is: 16. (8) Reactant: [CH3:1][N:2]([CH2:18][CH2:19][NH:20][S:21]([C:24]1[CH:29]=[C:28]([S:30]([C:33]2[CH:38]=[CH:37][CH:36]=[CH:35][CH:34]=2)(=[O:32])=[O:31])[CH:27]=[CH:26][C:25]=1[C:39]([F:42])([F:41])[F:40])(=[O:23])=[O:22])[C:3]([NH:5][C@H:6]1[CH2:10][CH2:9][N:8](C(OC(C)(C)C)=O)[CH2:7]1)=[O:4].[ClH:43]. Product: [ClH:43].[CH3:1][N:2]([C:3]([NH:5][C@H:6]1[CH2:10][CH2:9][NH:8][CH2:7]1)=[O:4])[CH2:18][CH2:19][NH:20][S:21]([C:24]1[CH:29]=[C:28]([S:30]([C:33]2[CH:34]=[CH:35][CH:36]=[CH:37][CH:38]=2)(=[O:31])=[O:32])[CH:27]=[CH:26][C:25]=1[C:39]([F:40])([F:42])[F:41])(=[O:22])=[O:23]. The catalyst class is: 25.